The task is: Predict the reactants needed to synthesize the given product.. This data is from Full USPTO retrosynthesis dataset with 1.9M reactions from patents (1976-2016). (1) Given the product [Cl:1][C:2]1[CH:3]=[C:4]([C:9]2([C:15]([NH:20][CH2:18][CH3:19])=[O:17])[CH2:10][CH2:11][CH2:12][CH2:13][CH2:14]2)[CH:5]=[CH:6][C:7]=1[Cl:8], predict the reactants needed to synthesize it. The reactants are: [Cl:1][C:2]1[CH:3]=[C:4]([C:9]2([C:15]([OH:17])=O)[CH2:14][CH2:13][CH2:12][CH2:11][CH2:10]2)[CH:5]=[CH:6][C:7]=1[Cl:8].[CH2:18]([NH2:20])[CH3:19]. (2) Given the product [Br:51][C:52]1[N:56]=[C:55]([C:25]2[C:26]([OH:28])=[CH:27][C:22]([O:21][CH2:20][CH2:19][CH2:18][O:17][C:13]3[C:12]([CH2:47][CH2:48][CH3:49])=[C:11]([CH:16]=[CH:15][CH:14]=3)[O:10][C:5]3[CH:6]=[CH:7][CH:8]=[CH:9][C:4]=3[C:3]([OH:50])=[O:2])=[C:23]([CH2:45][CH3:46])[CH:24]=2)[S:54][N:53]=1, predict the reactants needed to synthesize it. The reactants are: C[O:2][C:3](=[O:50])[C:4]1[CH:9]=[CH:8][CH:7]=[CH:6][C:5]=1[O:10][C:11]1[CH:16]=[CH:15][CH:14]=[C:13]([O:17][CH2:18][CH2:19][CH2:20][O:21][C:22]2[CH:27]=[C:26]([O:28]CC3C=CC=CC=3)[C:25](B3OC(C)(C)C(C)(C)O3)=[CH:24][C:23]=2[CH2:45][CH3:46])[C:12]=1[CH2:47][CH2:48][CH3:49].[Br:51][C:52]1[N:56]=[C:55](Cl)[S:54][N:53]=1.C(=O)([O-])[O-].[Cs+].[Cs+]. (3) Given the product [CH2:1]([O:8][C:9]1[CH:10]=[C:11]([NH:19][C:20]([O:22][C:23]([CH3:26])([CH3:25])[CH3:24])=[O:21])[C:12]([I:34])=[C:13]2[C:18]=1[N:17]=[CH:16][CH:15]=[CH:14]2)[C:2]1[CH:7]=[CH:6][CH:5]=[CH:4][CH:3]=1, predict the reactants needed to synthesize it. The reactants are: [CH2:1]([O:8][C:9]1[CH:10]=[C:11]([NH:19][C:20]([O:22][C:23]([CH3:26])([CH3:25])[CH3:24])=[O:21])[CH:12]=[C:13]2[C:18]=1[N:17]=[CH:16][CH:15]=[CH:14]2)[C:2]1[CH:7]=[CH:6][CH:5]=[CH:4][CH:3]=1.C1C(=O)N([I:34])C(=O)C1. (4) Given the product [F:1][C:2]1[CH:7]=[C:6]([I:8])[CH:5]=[CH:4][C:3]=1[N:9]1[C:14]2[N:15]([CH3:31])[C:16](=[O:30])[C:17]([CH3:29])=[C:18]([NH:19][C:20]3[CH:28]=[CH:27][CH:26]=[C:22]([C:23]([N:75]4[CH2:79][CH2:78][CH:77]([OH:80])[CH2:76]4)=[O:25])[CH:21]=3)[C:13]=2[C:12](=[O:32])[N:11]([CH2:33][C:34]2[CH:35]=[CH:36][C:37]([O:40][CH3:41])=[CH:38][CH:39]=2)[C:10]1=[O:42], predict the reactants needed to synthesize it. The reactants are: [F:1][C:2]1[CH:7]=[C:6]([I:8])[CH:5]=[CH:4][C:3]=1[N:9]1[C:14]2[N:15]([CH3:31])[C:16](=[O:30])[C:17]([CH3:29])=[C:18]([NH:19][C:20]3[CH:21]=[C:22]([CH:26]=[CH:27][CH:28]=3)[C:23]([OH:25])=O)[C:13]=2[C:12](=[O:32])[N:11]([CH2:33][C:34]2[CH:39]=[CH:38][C:37]([O:40][CH3:41])=[CH:36][CH:35]=2)[C:10]1=[O:42].CCN=C=NCCCN(C)C.Cl.C1C=CC2N(O)N=NC=2C=1.CCN(C(C)C)C(C)C.Cl.[NH:75]1[CH2:79][CH2:78][CH:77]([OH:80])[CH2:76]1. (5) Given the product [ClH:1].[Cl:1][C:2]1[CH:3]=[C:4]2[C:8](=[CH:9][CH:10]=1)[NH:7][CH:6]=[C:5]2[CH:11]1[CH2:16][CH2:15][N:14]([CH2:18][CH2:19][CH2:20][N:21]2[C:30]3[C:25](=[CH:26][CH:27]=[CH:28][CH:29]=3)[CH2:24][CH2:23][C:22]2=[O:31])[CH2:13][CH2:12]1, predict the reactants needed to synthesize it. The reactants are: [Cl:1][C:2]1[CH:3]=[C:4]2[C:8](=[CH:9][CH:10]=1)[NH:7][CH:6]=[C:5]2[CH:11]1[CH2:16][CH2:15][NH:14][CH2:13][CH2:12]1.Br[CH2:18][CH2:19][CH2:20][N:21]1[C:30]2[C:25](=[CH:26][CH:27]=[CH:28][CH:29]=2)[CH2:24][CH2:23][C:22]1=[O:31].